The task is: Predict the product of the given reaction.. This data is from Forward reaction prediction with 1.9M reactions from USPTO patents (1976-2016). (1) Given the reactants [Cl:1][C:2]1[CH:3]=[C:4]([C:9]2([C:19]([F:22])([F:21])[F:20])[CH2:13][C:12]3[CH:14]=[C:15](I)[CH:16]=[CH:17][C:11]=3[O:10]2)[CH:5]=[C:6]([Cl:8])[CH:7]=1.O.[NH2:24][C:25]1[CH:26]=[C:27](B(O)O)[CH:28]=[CH:29][CH:30]=1.C([O-])([O-])=O.[K+].[K+], predict the reaction product. The product is: [Cl:1][C:2]1[CH:3]=[C:4]([C:9]2([C:19]([F:22])([F:21])[F:20])[CH2:13][C:12]3[CH:14]=[C:15]([C:29]4[CH:30]=[C:25]([CH:26]=[CH:27][CH:28]=4)[NH2:24])[CH:16]=[CH:17][C:11]=3[O:10]2)[CH:5]=[C:6]([Cl:8])[CH:7]=1. (2) The product is: [F:1][C:2]1[CH:7]=[N:6][C:5]([C@@H:8]([NH:10][C:11](=[O:13])[CH3:12])[CH3:9])=[N:4][CH:3]=1. Given the reactants [F:1][C:2]1[CH:3]=[N:4][C:5]([C:8]([NH:10][C:11](=[O:13])[CH3:12])=[CH2:9])=[N:6][CH:7]=1, predict the reaction product. (3) Given the reactants [CH2:1]([C:3]1([CH2:12][CH3:13])[CH:8]([NH2:9])[CH2:7][CH2:6][CH2:5][C:4]1([CH3:11])[NH2:10])[CH3:2], predict the reaction product. The product is: [CH:1]([NH:10][C:4]1([CH3:11])[CH2:5][CH2:6][CH2:7][CH:8]([NH:9][CH:6]([CH2:7][CH3:8])[CH3:5])[C:3]1([CH2:1][CH3:2])[CH2:12][CH3:13])([CH2:3][CH3:4])[CH3:2]. (4) Given the reactants [CH3:1][N:2]([CH3:21])[CH2:3][CH2:4][CH2:5][CH2:6][CH2:7][CH2:8][CH2:9][CH2:10][CH2:11][CH2:12][CH2:13][CH2:14][CH2:15][CH2:16][CH2:17][CH2:18][CH2:19][CH3:20].[C:22](=[O:27])([O:25]C)[O:23]C, predict the reaction product. The product is: [C:22](=[O:23])([O-:27])[O-:25].[CH3:1][N+:2]([CH3:22])([CH3:21])[CH2:3][CH2:4][CH2:5][CH2:6][CH2:7][CH2:8][CH2:9][CH2:10][CH2:11][CH2:12][CH2:13][CH2:14][CH2:15][CH2:16][CH2:17][CH2:18][CH2:19][CH3:20].[CH3:1][N+:2]([CH2:3][CH2:4][CH2:5][CH2:6][CH2:7][CH2:8][CH2:9][CH2:10][CH2:11][CH2:12][CH2:13][CH2:14][CH2:15][CH2:16][CH2:17][CH2:18][CH2:19][CH3:20])([CH3:22])[CH3:21]. (5) The product is: [Cl:1][C:2]1[CH:15]=[CH:14][C:5]([CH2:6][S:7](/[CH:10]=[CH:11]/[C:20]2[CH:23]=[CH:24][C:17]([Cl:16])=[CH:18][CH:19]=2)(=[O:9])=[O:8])=[CH:4][CH:3]=1. Given the reactants [Cl:1][C:2]1[CH:15]=[CH:14][C:5]([CH2:6][S:7]([CH2:10][C:11](O)=O)(=[O:9])=[O:8])=[CH:4][CH:3]=1.[Cl:16][C:17]1[CH:24]=[CH:23][C:20](C=O)=[CH:19][CH:18]=1, predict the reaction product. (6) Given the reactants [Cl:1][C:2]1[CH:23]=[CH:22][C:5]([O:6][CH2:7][C@H:8]([OH:21])[CH2:9][N:10]2[C:14](=[O:15])[C:13]3=[CH:16][CH:17]=[CH:18][CH:19]=[C:12]3[C:11]2=[O:20])=[C:4]([O:24][C:25](=[O:27])[CH3:26])[CH:3]=1.C(N(CC)CC)C.[CH3:35][S:36](Cl)(=[O:38])=[O:37], predict the reaction product. The product is: [Cl:1][C:2]1[CH:23]=[CH:22][C:5]([O:6][CH2:7][C@H:8]([O:21][S:36]([CH3:35])(=[O:38])=[O:37])[CH2:9][N:10]2[C:14](=[O:15])[C:13]3=[CH:16][CH:17]=[CH:18][CH:19]=[C:12]3[C:11]2=[O:20])=[C:4]([O:24][C:25](=[O:27])[CH3:26])[CH:3]=1. (7) Given the reactants Cl[C:2]1[N:3]=[CH:4][C:5]2[N:11]([CH3:12])[C:10](=[O:13])[CH:9]([CH3:14])[CH2:8][N:7]([C:15]3[CH:20]=[CH:19][CH:18]=[CH:17][CH:16]=3)[C:6]=2[N:21]=1.[NH2:22][C:23]1[CH:38]=[CH:37][C:26]([C:27]([NH:29][CH:30]2[CH2:35][CH2:34][N:33]([CH3:36])[CH2:32][CH2:31]2)=[O:28])=[CH:25][C:24]=1[O:39][CH3:40].O.C1(C)C=CC(S(O)(=O)=O)=CC=1, predict the reaction product. The product is: [CH3:12][N:11]1[C:10](=[O:13])[CH:9]([CH3:14])[CH2:8][N:7]([C:15]2[CH:20]=[CH:19][CH:18]=[CH:17][CH:16]=2)[C:6]2[N:21]=[C:2]([NH:22][C:23]3[CH:38]=[CH:37][C:26]([C:27]([NH:29][CH:30]4[CH2:31][CH2:32][N:33]([CH3:36])[CH2:34][CH2:35]4)=[O:28])=[CH:25][C:24]=3[O:39][CH3:40])[N:3]=[CH:4][C:5]1=2. (8) Given the reactants [NH:1]1[C:9]2[C:4](=[CH:5][C:6]([NH:10][C:11]3[C:20]4[C:15](=[CH:16][CH:17]=[CH:18][CH:19]=4)[N:14]=[C:13]([C:21]4[CH:22]=[C:23]([CH:29]=[CH:30][CH:31]=4)[O:24][CH2:25][C:26]([OH:28])=O)[N:12]=3)=[CH:7][CH:8]=2)[CH:3]=[N:2]1.C1CN([P+](ON2N=NC3C=CC=CC2=3)(N2CCCC2)N2CCCC2)CC1.F[P-](F)(F)(F)(F)F.CCN(C(C)C)C(C)C.[NH2:74][C@H:75]1[CH2:79][CH2:78][N:77]([C:80]([O:82][C:83]([CH3:86])([CH3:85])[CH3:84])=[O:81])[CH2:76]1, predict the reaction product. The product is: [NH:1]1[C:9]2[C:4](=[CH:5][C:6]([NH:10][C:11]3[C:20]4[C:15](=[CH:16][CH:17]=[CH:18][CH:19]=4)[N:14]=[C:13]([C:21]4[CH:22]=[C:23]([CH:29]=[CH:30][CH:31]=4)[O:24][CH2:25][C:26]([NH:74][C@H:75]4[CH2:79][CH2:78][N:77]([C:80]([O:82][C:83]([CH3:86])([CH3:85])[CH3:84])=[O:81])[CH2:76]4)=[O:28])[N:12]=3)=[CH:7][CH:8]=2)[CH:3]=[N:2]1.